Predict the product of the given reaction. From a dataset of Forward reaction prediction with 1.9M reactions from USPTO patents (1976-2016). (1) Given the reactants C(=O)([O-])[O-].[Cs+].[Cs+].[CH3:7][O:8][C:9](=[O:20])[C:10]1[CH:15]=[C:14](Br)[C:13]([F:17])=[CH:12][C:11]=1[O:18][CH3:19].[NH:21]1[CH2:26][CH2:25][O:24][CH2:23][CH2:22]1, predict the reaction product. The product is: [CH3:7][O:8][C:9](=[O:20])[C:10]1[CH:15]=[C:14]([N:21]2[CH2:26][CH2:25][O:24][CH2:23][CH2:22]2)[C:13]([F:17])=[CH:12][C:11]=1[O:18][CH3:19]. (2) Given the reactants [CH3:1][N:2]([C:11](=[O:28])[C:12]1[CH:17]=[CH:16][C:15]([C:18]#[C:19]Br)=[CH:14][C:13]=1[C:21]1[CH:26]=[CH:25][CH:24]=[CH:23][C:22]=1[CH3:27])[C@H:3]([C:8]([OH:10])=[O:9])[CH2:4][CH2:5][S:6][CH3:7].C[Sn](C)(C)[C:31]1[CH:32]=[N:33][CH:34]=[CH:35][CH:36]=1.ClCCl, predict the reaction product. The product is: [CH3:1][N:2]([C:11](=[O:28])[C:12]1[CH:17]=[CH:16][C:15]([C:18]#[C:19][C:31]2[CH:32]=[N:33][CH:34]=[CH:35][CH:36]=2)=[CH:14][C:13]=1[C:21]1[CH:26]=[CH:25][CH:24]=[CH:23][C:22]=1[CH3:27])[C@H:3]([C:8]([OH:10])=[O:9])[CH2:4][CH2:5][S:6][CH3:7]. (3) The product is: [NH2:1][CH2:4][CH2:5][O:6][C:7]1[CH:8]=[CH:9][C:10]([CH2:13][C:14]([CH3:29])([CH2:20][CH2:21][CH2:22][C:23]2[CH:24]=[CH:25][CH:26]=[CH:27][CH:28]=2)[C:15]([O:17][CH2:18][CH3:19])=[O:16])=[CH:11][CH:12]=1. Given the reactants [N:1]([CH2:4][CH2:5][O:6][C:7]1[CH:12]=[CH:11][C:10]([CH2:13][C:14]([CH3:29])([CH2:20][CH2:21][CH2:22][C:23]2[CH:28]=[CH:27][CH:26]=[CH:25][CH:24]=2)[C:15]([O:17][CH2:18][CH3:19])=[O:16])=[CH:9][CH:8]=1)=[N+]=[N-], predict the reaction product. (4) The product is: [F:20][C:15]1[CH:14]=[C:13]([O:12][C:9]2[CH:8]=[CH:7][C:6]([CH2:5][CH2:4][O:3][C:1]3[NH:2][CH:25]=[C:24]([CH2:29][C:30]4[CH:35]=[N:34][CH:33]=[N:32][CH:31]=4)[C:22](=[O:23])[N:21]=3)=[CH:11][CH:10]=2)[CH:18]=[CH:17][C:16]=1[CH3:19]. Given the reactants [C:1](=[NH:21])([O:3][CH2:4][CH2:5][C:6]1[CH:11]=[CH:10][C:9]([O:12][C:13]2[CH:18]=[CH:17][C:16]([CH3:19])=[C:15]([F:20])[CH:14]=2)=[CH:8][CH:7]=1)[NH2:2].[CH:22]([CH:24]([CH2:29][C:30]1[CH:31]=[N:32][CH:33]=[N:34][CH:35]=1)[C:25](OC)=O)=[O:23].C([O-])([O-])=O.[K+].[K+], predict the reaction product. (5) Given the reactants B(Br)(Br)Br.[Br:5][C:6]1[CH:32]=[CH:31][C:9]([CH2:10][N:11]2[C:15]3[CH:16]=[CH:17][C:18]([O:20]C)=[CH:19][C:14]=3[N:13]=[C:12]2[CH2:22][C:23]([CH3:30])([CH3:29])[C:24]([O:26][CH2:27][CH3:28])=[O:25])=[CH:8][CH:7]=1, predict the reaction product. The product is: [Br:5][C:6]1[CH:7]=[CH:8][C:9]([CH2:10][N:11]2[C:15]3[CH:16]=[CH:17][C:18]([OH:20])=[CH:19][C:14]=3[N:13]=[C:12]2[CH2:22][C:23]([CH3:29])([CH3:30])[C:24]([O:26][CH2:27][CH3:28])=[O:25])=[CH:31][CH:32]=1. (6) Given the reactants Cl.[N:2]1([CH:15]2[CH2:20][CH2:19][CH2:18][NH:17][CH2:16]2)[C:13]2=[C:14]3[C:9](=[CH:10][CH:11]=[CH:12]2)[CH:8]=[N:7][CH:6]=[C:5]3[CH2:4][CH2:3]1.C(=O)([O-])[O-].[K+].[K+].[C:27]([O:31]C(C)(C)C)(=[O:30])[CH:28]=[CH2:29], predict the reaction product. The product is: [N:2]1([CH:15]2[CH2:20][CH2:19][CH2:18][N:17]([CH2:29][CH2:28][C:27]([OH:31])=[O:30])[CH2:16]2)[C:13]2=[C:14]3[C:9](=[CH:10][CH:11]=[CH:12]2)[CH:8]=[N:7][CH:6]=[C:5]3[CH2:4][CH2:3]1. (7) Given the reactants [CH3:1][C:2]1[CH:10]=[CH:9][CH:8]=[C:7]2[C:3]=1[CH:4]=[CH:5][NH:6]2.[H-].[Na+].Br[CH2:14][C:15]1[CH:20]=[CH:19][C:18]([C:21]2[CH:25]=[C:24]([C:26]([NH2:28])=[O:27])[O:23][N:22]=2)=[CH:17][CH:16]=1, predict the reaction product. The product is: [CH3:1][C:2]1[CH:10]=[CH:9][CH:8]=[C:7]2[C:3]=1[CH:4]=[CH:5][N:6]2[CH2:14][C:15]1[CH:16]=[CH:17][C:18]([C:21]2[CH:25]=[C:24]([C:26]([NH2:28])=[O:27])[O:23][N:22]=2)=[CH:19][CH:20]=1. (8) The product is: [NH2:13][C:12]1[C:3]([C:1]#[N:2])=[CH:4][C:5]([CH3:16])=[C:6]([CH:11]=1)[C:7]([O:9][CH3:10])=[O:8]. Given the reactants [C:1]([C:3]1[C:12]([N+:13]([O-])=O)=[CH:11][C:6]([C:7]([O:9][CH3:10])=[O:8])=[C:5]([CH3:16])[CH:4]=1)#[N:2], predict the reaction product.